From a dataset of Experimentally validated miRNA-target interactions with 360,000+ pairs, plus equal number of negative samples. Binary Classification. Given a miRNA mature sequence and a target amino acid sequence, predict their likelihood of interaction. (1) The miRNA is mmu-miR-1949 with sequence CUAUACCAGGAUGUCAGCAUAGUU. The protein sequence of the target gene is MASAVWGSAPWWGPPPPAPARPLTDIDFCSGAQLQELTQLIQELGVQESWSDGPKPGADLLRAKDFVFSLLGLVHRRDPRFPPQAELLLLRGGIREGSLDLGHAPLGPYARGPHYDAGFTLLVPMFSLDGTELQLDLESCYAQVCLPEMVCGTPIREMWQDCLGPPVPGARDSIHRTESEESSKDWQSSVDQPHSYVTEHEAPVSLEKSPSDVSASESPQHDVVDLGSTAPLKTMSSDVTKAAVESPVPKPSEAREAWPTLCSAQVAAWFFATLAAVAESLIPVPGAPRLVHAARHAGFT.... Result: 0 (no interaction). (2) The protein sequence of the target gene is MPERLAEMLLDLWTPLIILWITLPPCIYMAPMNQSQVLMSGSPLELNSLGEEQRILNRSKRGWVWNQMFVLEEFSGPEPILVGRLHTDLDPGSKKIKYILSGDGAGTIFQINDVTGDIHAIKRLDREEKAEYTLTAQAVDWETSKPLEPPSEFIIKVQDINDNAPEFLNGPYHATVPEMSILGTSVTNVTATDADDPVYGNSAKLVYSILEGQPYFSIEPETAIIKTALPNMDREAKEEYLVVIQAKDMGGHSGGLSGTTTLTVTLTDVNDNPPKFAQSLYHFSVPEDVVLGTAIGRVKA.... The miRNA is hsa-miR-6809-3p with sequence CUUCUCUUCUCUCCUUCCCAG. Result: 1 (interaction).